This data is from Reaction yield outcomes from USPTO patents with 853,638 reactions. The task is: Predict the reaction yield, written as a fraction of the theoretical maximum amount of product (1.0 means a 100% yield; for example, 0.34 means a 34% yield). (1) The reactants are Br[C:2]1[CH:8]=[C:7]([CH:9]([CH3:11])[CH3:10])[C:5]([NH2:6])=[C:4]([CH:12]([CH3:14])[CH3:13])[CH:3]=1.[C:15]1(B(O)O)[CH:20]=[CH:19][CH:18]=[CH:17][CH:16]=1.[O-]P([O-])([O-])=O.[K+].[K+].[K+].C1(C)C=CC=CC=1. The catalyst is C1C=CC([P]([Pd]([P](C2C=CC=CC=2)(C2C=CC=CC=2)C2C=CC=CC=2)([P](C2C=CC=CC=2)(C2C=CC=CC=2)C2C=CC=CC=2)[P](C2C=CC=CC=2)(C2C=CC=CC=2)C2C=CC=CC=2)(C2C=CC=CC=2)C2C=CC=CC=2)=CC=1.O. The product is [CH:12]([C:4]1[CH:3]=[C:2]([C:15]2[CH:20]=[CH:19][CH:18]=[CH:17][CH:16]=2)[CH:8]=[C:7]([CH:9]([CH3:11])[CH3:10])[C:5]=1[NH2:6])([CH3:14])[CH3:13]. The yield is 0.570. (2) The reactants are [F:1][C:2]1[CH:7]=[C:6]([F:8])[CH:5]=[CH:4][C:3]=1[N:9]1[C:13]([C:14]2[S:23][C:22]3[C:21]4[N:24]=[C:25]([NH:28][CH2:29][CH:30]5[CH2:34][O:33]C(C)(C)[O:31]5)[CH:26]=[CH:27][C:20]=4[O:19][CH2:18][CH2:17][C:16]=3[CH:15]=2)=[N:12][CH:11]=[N:10]1. The catalyst is Cl.O1CCOCC1. The product is [F:1][C:2]1[CH:7]=[C:6]([F:8])[CH:5]=[CH:4][C:3]=1[N:9]1[C:13]([C:14]2[S:23][C:22]3[C:21]4[N:24]=[C:25]([NH:28][CH2:29][CH:30]([OH:31])[CH2:34][OH:33])[CH:26]=[CH:27][C:20]=4[O:19][CH2:18][CH2:17][C:16]=3[CH:15]=2)=[N:12][CH:11]=[N:10]1. The yield is 0.530.